This data is from Reaction yield outcomes from USPTO patents with 853,638 reactions. The task is: Predict the reaction yield, written as a fraction of the theoretical maximum amount of product (1.0 means a 100% yield; for example, 0.34 means a 34% yield). (1) The reactants are [O:1]([C:8]1[CH:9]=[C:10](OS(C(F)(F)F)(=O)=O)[CH:11]=[C:12]([C:14]([F:17])([F:16])[F:15])[CH:13]=1)[C:2]1[CH:7]=[CH:6][CH:5]=[CH:4][CH:3]=1.[CH3:26][N:27](C=O)C. The catalyst is [C-]#N.[Zn+2].[C-]#N.C1C=CC([P]([Pd]([P](C2C=CC=CC=2)(C2C=CC=CC=2)C2C=CC=CC=2)([P](C2C=CC=CC=2)(C2C=CC=CC=2)C2C=CC=CC=2)[P](C2C=CC=CC=2)(C2C=CC=CC=2)C2C=CC=CC=2)(C2C=CC=CC=2)C2C=CC=CC=2)=CC=1. The product is [O:1]([C:8]1[CH:9]=[C:10]([CH:11]=[C:12]([C:14]([F:17])([F:16])[F:15])[CH:13]=1)[C:26]#[N:27])[C:2]1[CH:7]=[CH:6][CH:5]=[CH:4][CH:3]=1. The yield is 0.800. (2) The reactants are CCN(C(C)C)C(C)C.[NH:10]1[CH2:15][CH2:14][O:13][CH2:12][CH2:11]1.[Br:16][C:17]1[CH:22]=[CH:21][C:20]([CH:23](Cl)[CH3:24])=[CH:19][CH:18]=1. The catalyst is CC#N. The product is [Br:16][C:17]1[CH:22]=[CH:21][C:20]([CH:23]([N:10]2[CH2:15][CH2:14][O:13][CH2:12][CH2:11]2)[CH3:24])=[CH:19][CH:18]=1. The yield is 1.00. (3) The catalyst is ClCCl. The yield is 0.460. The reactants are [F:1][C:2]([F:26])([F:25])[O:3][C:4]1[CH:9]=[CH:8][C:7]([C:10]2[N:15]=[CH:14][N:13]=[C:12]([CH2:16][NH:17][C:18](=[O:24])OC(C)(C)C)[CH:11]=2)=[CH:6][CH:5]=1.Cl.O1CCOCC1.[CH2:34]([O:41][C:42]([N:44]1[CH2:48][C:47](=[O:49])[CH2:46][C@H:45]1C(O)=O)=[O:43])[C:35]1[CH:40]=[CH:39][CH:38]=[CH:37][CH:36]=1.C(N(CC)C(C)C)(C)C. The product is [O:49]=[C:47]1[CH2:48][N:44]([C:42]([O:41][CH2:34][C:35]2[CH:40]=[CH:39][CH:38]=[CH:37][CH:36]=2)=[O:43])[C@H:45]([C:18](=[O:24])[NH:17][CH2:16][C:12]2[CH:11]=[C:10]([C:7]3[CH:6]=[CH:5][C:4]([O:3][C:2]([F:1])([F:25])[F:26])=[CH:9][CH:8]=3)[N:15]=[CH:14][N:13]=2)[CH2:46]1.